From a dataset of Catalyst prediction with 721,799 reactions and 888 catalyst types from USPTO. Predict which catalyst facilitates the given reaction. (1) Reactant: [OH:1][C@@H:2]([CH2:21][CH2:22][CH2:23][CH2:24][CH3:25])/[CH:3]=[CH:4]/[C@@H:5](CC)[C@H:6]([C@:12]1(O)[CH2:16][CH2:15][CH2:14][C:13]1=O)[CH2:7][CH2:8]C(O)=O.CN(N=O)[C:28](N)=[O:29].[OH-:33].[K+].[N+](=C)=[N-].[OH2:38].[CH2:39]([O:41][CH2:42]C)[CH3:40]. Product: [OH:1][C@@H:2]([CH2:21][CH2:22][CH2:23][CH2:24][CH3:25])/[CH:3]=[CH:4]/[C@@H:5]1[C@@H:6]([CH2:12][CH2:16][CH2:15][CH2:14][CH2:13][CH2:40][C:39]([O:41][CH3:42])=[O:33])[C:7](=[O:38])[CH2:8][C@H:28]1[OH:29]. The catalyst class is: 27. (2) Reactant: [CH3:1][CH:2]([CH3:6])[CH2:3][CH2:4][OH:5].CC(C)([O-])C.[Na+].Cl[C:14]1[N:22]=[C:21]2[C:17]([N:18]=[CH:19][N:20]2[CH:23]2[CH2:28][CH2:27][CH2:26][CH2:25][O:24]2)=[C:16]([NH2:29])[N:15]=1. Product: [CH3:1][CH:2]([CH3:6])[CH2:3][CH2:4][O:5][C:14]1[N:22]=[C:21]2[C:17]([N:18]=[CH:19][N:20]2[CH:23]2[CH2:28][CH2:27][CH2:26][CH2:25][O:24]2)=[C:16]([NH2:29])[N:15]=1. The catalyst class is: 149.